This data is from CYP3A4 inhibition data for predicting drug metabolism from PubChem BioAssay. The task is: Regression/Classification. Given a drug SMILES string, predict its absorption, distribution, metabolism, or excretion properties. Task type varies by dataset: regression for continuous measurements (e.g., permeability, clearance, half-life) or binary classification for categorical outcomes (e.g., BBB penetration, CYP inhibition). Dataset: cyp3a4_veith. (1) The compound is CCCC[C@@H]1C[C@H]1C(NC(=O)c1ccc(-c2ccccc2)cc1)c1ccc(-c2ccccc2)cc1. The result is 0 (non-inhibitor). (2) The drug is O=C(/C(=C/c1ccc(Cl)cc1)c1nc2ccccc2[nH]1)c1ccccc1. The result is 1 (inhibitor). (3) The molecule is O=C1C2Sc3[nH]c(=O)sc3C(c3ccccc3)C2C(=O)N1c1ccc(Cl)cc1. The result is 1 (inhibitor). (4) The drug is CCOC(=O)CCN1C(=O)[C@H]2CC[C@H]3/C(=N\OCC(C)C)C[C@@H](O)[C@@H](O)[C@@H]3[C@@H]2C1=O. The result is 0 (non-inhibitor). (5) The molecule is Cc1ccc(C(C(=O)NCc2ccco2)N(C(=O)CNC(=O)c2cccs2)c2ccccc2C)cc1. The result is 1 (inhibitor). (6) The compound is Cc1nc2cnc(N3CCOCC3)nc2n(C[C@H]2CCCO2)c1=O. The result is 0 (non-inhibitor).